Dataset: Experimentally validated miRNA-target interactions with 360,000+ pairs, plus equal number of negative samples. Task: Binary Classification. Given a miRNA mature sequence and a target amino acid sequence, predict their likelihood of interaction. (1) The miRNA is hsa-miR-6826-3p with sequence CUCCCCUCUCUUUCCUGUUCAG. The protein sequence of the target gene is MGTVPDPLRVTKASIVAASGKEESRGESQSVSPQPAQPDNNASGIGNVPAELSLQLSAAAQALMQACVSESSQQDMASPGVFSEGEPVSPKQKTPDDFLLHGSKESAAPGLNATAQKELISAPCLISVVQHTHHAIQRDAPNTSTCAVPEGSLVKSEANSNGENPEKPGCPARVTCCSSKNQEGLCDFPSPENSQGILQTPDIASPSADRPEGEGQKVINNITAVSSEPPVREGCSENKQPSATALNTTAERSENPPPSHLTSKGATCSSEARQALLPAQYPVSRFKEASTMTCQAESGA.... Result: 0 (no interaction). (2) The miRNA is hsa-miR-548j-3p with sequence CAAAAACUGCAUUACUUUUGC. The protein sequence of the target gene is MTDRYTIHSQLEHLQSKYIGTGHADTTKWEWLVNQHRDSYCSYMGHFDLLNYFAIAENESKARVRFNLMEKMLQPCGPPADKPEEN. Result: 0 (no interaction). (3) The miRNA is hsa-miR-6769b-5p with sequence UGGUGGGUGGGGAGGAGAAGUGC. The protein sequence of the target gene is MSQGLPAAGSVLQRSVAAPGNQPQPQPQQQSPEDDDRKVRRREKNRVAAQRSRKKQTQKADKLHEEYESLEQENTMLRREIGKLTEELKHLTEALKEHEKMCPLLLCPMNFVPVPPRPDPVAGCLPR. Result: 0 (no interaction). (4) The miRNA is hsa-miR-1587 with sequence UUGGGCUGGGCUGGGUUGGG. The protein sequence of the target gene is MRARSALPRSALPRLLLPLLLLPAAGPAQFHGEKGISIPDHGFCQPISIPLCTDIAYNQTIMPNLLGHTNQEDAGLEVHQFYPLVKVQCSPELRFFLCSMYAPVCTVLEQAIPPCRSICERARQGCEALMNKFGFQWPERLRCEHFPRHGAEQICVGQNHSEDGAPALLTTAPPSGLQPGAGGTPGGPGGGGSPPRYATLEHPFHCPRVLKVPSYLSYKFLGERDCAAPCEPARPDGSMFFSQEETRFARLWILTWSVLCCASTFFTVTTYLVDMQRFRYPERPIIFLSGCYTMVSVAYI.... Result: 0 (no interaction).